Task: Predict the reaction yield, written as a fraction of the theoretical maximum amount of product (1.0 means a 100% yield; for example, 0.34 means a 34% yield).. Dataset: Reaction yield outcomes from USPTO patents with 853,638 reactions The reactants are [CH3:1][CH:2]1[CH2:7][C:6]([C:8]2[CH:13]=[CH:12][N:11]=[CH:10][C:9]=2[N+:14]([O-:16])=[O:15])=[CH:5][CH:4]=[CH:3]1.C1C=C(Cl)C=C(C(OO)=[O:25])C=1.[N-:28]=[N+:29]=[N-:30].[Na+].[Cl-].[NH4+]. The catalyst is C(Cl)Cl.C(O)C.O. The product is [N:28]([CH:4]1[CH:5]=[C:6]([C:8]2[CH:13]=[CH:12][N:11]=[CH:10][C:9]=2[N+:14]([O-:16])=[O:15])[CH2:7][CH:2]([CH3:1])[CH:3]1[OH:25])=[N+:29]=[N-:30]. The yield is 0.490.